From a dataset of CYP2C9 inhibition data for predicting drug metabolism from PubChem BioAssay. Regression/Classification. Given a drug SMILES string, predict its absorption, distribution, metabolism, or excretion properties. Task type varies by dataset: regression for continuous measurements (e.g., permeability, clearance, half-life) or binary classification for categorical outcomes (e.g., BBB penetration, CYP inhibition). Dataset: cyp2c9_veith. (1) The result is 0 (non-inhibitor). The drug is Cc1nc(-c2cccc(NC(=O)c3cc4cc(Br)ccc4oc3=O)c2)cs1. (2) The compound is COCC(=O)N1CCC2(CC1)CCN(c1ncccn1)CC2. The result is 0 (non-inhibitor).